Dataset: TCR-epitope binding with 47,182 pairs between 192 epitopes and 23,139 TCRs. Task: Binary Classification. Given a T-cell receptor sequence (or CDR3 region) and an epitope sequence, predict whether binding occurs between them. (1) The epitope is KEIDRLNEV. The TCR CDR3 sequence is CASSQPALTTEAFF. Result: 1 (the TCR binds to the epitope). (2) The epitope is CLGGLLTMV. The TCR CDR3 sequence is CASSYGQGETQYF. Result: 0 (the TCR does not bind to the epitope). (3) The epitope is KAYNVTQAF. The TCR CDR3 sequence is CASSWGNGNTEAFF. Result: 1 (the TCR binds to the epitope). (4) The epitope is TLVPQEHYV. The TCR CDR3 sequence is CSASEGQGLNQPQHF. Result: 0 (the TCR does not bind to the epitope). (5) The epitope is TPQDLNTML. The TCR CDR3 sequence is CASRQGLGEAFF. Result: 1 (the TCR binds to the epitope). (6) The epitope is TPRVTGGGAM. The TCR CDR3 sequence is CASRVGGAGNSPLHF. Result: 1 (the TCR binds to the epitope).